This data is from Catalyst prediction with 721,799 reactions and 888 catalyst types from USPTO. The task is: Predict which catalyst facilitates the given reaction. (1) Reactant: Br[C:2]1[CH:3]=[C:4]([CH:14]=[CH:15][CH:16]=1)[NH:5][CH:6]([C:8]1[CH:13]=[CH:12][CH:11]=[CH:10][CH:9]=1)[CH3:7].[B:17]1([B:17]2[O:21][C:20]([CH3:23])([CH3:22])[C:19]([CH3:25])([CH3:24])[O:18]2)[O:21][C:20]([CH3:23])([CH3:22])[C:19]([CH3:25])([CH3:24])[O:18]1.C([O-])(=O)C.[K+]. Product: [C:8]1([CH:6]([NH:5][C:4]2[CH:14]=[CH:15][CH:16]=[C:2]([B:17]3[O:21][C:20]([CH3:23])([CH3:22])[C:19]([CH3:25])([CH3:24])[O:18]3)[CH:3]=2)[CH3:7])[CH:13]=[CH:12][CH:11]=[CH:10][CH:9]=1. The catalyst class is: 439. (2) Reactant: [OH:1][C:2]1[C:3]([C:8]([O:10]C)=O)=[N:4][CH:5]=[CH:6][N:7]=1.[NH2:12][C@H:13]([C:18]([OH:20])=[O:19])[CH2:14][C:15]([OH:17])=[O:16].C(N(CC)CC)C. Product: [O:1]=[C:2]1[NH:7][CH:6]=[CH:5][N:4]=[C:3]1[C:8]([NH:12][C@@H:13]([CH2:14][C:15]([OH:17])=[O:16])[C:18]([OH:20])=[O:19])=[O:10]. The catalyst class is: 16. (3) Reactant: [Br:1][C:2]1[CH:3]=[CH:4][C:5](I)=[C:6]([CH2:8][NH2:9])[CH:7]=1.C(N(CC)C(C)C)(C)C.[C:20](#[N:24])[CH2:21][C:22]#[N:23].N. Product: [NH2:24][C:20]1[N:9]=[CH:8][C:6]2[C:5]([C:21]=1[C:22]#[N:23])=[CH:4][CH:3]=[C:2]([Br:1])[CH:7]=2. The catalyst class is: 869.